Task: Predict the reactants needed to synthesize the given product.. Dataset: Full USPTO retrosynthesis dataset with 1.9M reactions from patents (1976-2016) (1) Given the product [CH3:1][N:2]1[CH2:3][CH2:4][N:5]([C:8]2[N:13]=[CH:12][C:11]([C:14]3[C:18]4[CH:19]=[C:20]5[C:25](=[CH:26][C:17]=4[NH:16][N:15]=3)[NH:24][C:23](=[O:27])[C:22]([CH:28]([C:30]3[CH:31]=[CH:32][CH:33]=[CH:34][CH:35]=3)[CH3:29])=[CH:21]5)=[CH:10][CH:9]=2)[CH2:6][CH2:7]1, predict the reactants needed to synthesize it. The reactants are: [CH3:1][N:2]1[CH2:7][CH2:6][N:5]([C:8]2[N:13]=[CH:12][C:11]([C:14]3[C:18]4[CH:19]=[C:20]5[C:25](=[CH:26][C:17]=4[N:16](C(C4C=CC=CC=4)(C4C=CC=CC=4)C4C=CC=CC=4)[N:15]=3)[NH:24][C:23](=[O:27])[C:22]([CH:28]([C:30]3[CH:35]=[CH:34][CH:33]=[CH:32][CH:31]=3)[CH3:29])=[CH:21]5)=[CH:10][CH:9]=2)[CH2:4][CH2:3]1. (2) Given the product [F:1][C:2]1[CH:7]=[CH:6][C:5]([CH2:8][C:9]2[C:10]([N:16]3[CH2:22][C:21]4[CH:23]=[C:24]([C:33]5[N:32]=[C:31]([NH2:30])[C:36]([N+:37]([O-:39])=[O:38])=[CH:35][CH:34]=5)[CH:25]=[CH:26][C:20]=4[O:19][CH2:18][CH2:17]3)=[N:11][CH:12]=[N:13][CH:14]=2)=[CH:4][CH:3]=1, predict the reactants needed to synthesize it. The reactants are: [F:1][C:2]1[CH:7]=[CH:6][C:5]([CH2:8][C:9]2[C:10]([N:16]3[CH2:22][C:21]4[CH:23]=[C:24](B(O)O)[CH:25]=[CH:26][C:20]=4[O:19][CH2:18][CH2:17]3)=[N:11][CH:12]=[N:13][C:14]=2C)=[CH:4][CH:3]=1.[NH2:30][C:31]1[C:36]([N+:37]([O-:39])=[O:38])=[CH:35][CH:34]=[C:33](Cl)[N:32]=1.C(=O)([O-])[O-].[K+].[K+]. (3) The reactants are: [C:1]([O:5][C:6]([NH:8][C@H:9]1[CH2:13][CH2:12][NH:11][CH2:10]1)=[O:7])([CH3:4])([CH3:3])[CH3:2].C(N(CC)CC)C.[C:21](O[C:21]([O:23][C:24]([CH3:27])([CH3:26])[CH3:25])=[O:22])([O:23][C:24]([CH3:27])([CH3:26])[CH3:25])=[O:22]. Given the product [C:1]([O:5][C:6]([NH:8][C@H:9]1[CH2:13][CH2:12][N:11]([C:21]([O:23][C:24]([CH3:27])([CH3:26])[CH3:25])=[O:22])[CH2:10]1)=[O:7])([CH3:4])([CH3:2])[CH3:3], predict the reactants needed to synthesize it. (4) Given the product [CH2:20]([CH:7]1[C:2](=[O:1])[CH2:3][CH2:4][N:5]([C:8]([O:10][CH2:11][C:12]2[CH:17]=[CH:16][CH:15]=[CH:14][CH:13]=2)=[O:9])[CH2:6]1)[CH:19]=[CH2:18], predict the reactants needed to synthesize it. The reactants are: [O:1]=[C:2]1[CH2:7][CH2:6][N:5]([C:8]([O:10][CH2:11][C:12]2[CH:17]=[CH:16][CH:15]=[CH:14][CH:13]=2)=[O:9])[CH2:4][CH2:3]1.[CH2:18](O)[CH:19]=[CH2:20].N1CCCC1C(O)=O. (5) The reactants are: [CH3:1][O:2][C:3]([C:5]1[C:10]([OH:11])=[C:9]([OH:12])[N:8]=[C:7]([C@@H:13]2[CH2:17][C@H:16]([F:18])[CH2:15][N:14]2[C:19]([O:21][CH2:22][C:23]2[CH:28]=[CH:27][CH:26]=[CH:25][CH:24]=2)=[O:20])[N:6]=1)=[O:4].[C:29](O[C:29](=[O:36])[C:30]1[CH:35]=[CH:34][CH:33]=[CH:32][CH:31]=1)(=[O:36])[C:30]1[CH:35]=[CH:34][CH:33]=[CH:32][CH:31]=1. Given the product [CH3:1][O:2][C:3]([C:5]1[C:10]([O:11][C:29](=[O:36])[C:30]2[CH:35]=[CH:34][CH:33]=[CH:32][CH:31]=2)=[C:9]([OH:12])[N:8]=[C:7]([C@@H:13]2[CH2:17][C@H:16]([F:18])[CH2:15][N:14]2[C:19]([O:21][CH2:22][C:23]2[CH:28]=[CH:27][CH:26]=[CH:25][CH:24]=2)=[O:20])[N:6]=1)=[O:4], predict the reactants needed to synthesize it. (6) Given the product [CH:1]([N:14]1[CH2:17][CH:16]([N:18]([CH3:19])[C:28](=[O:29])[O:30][C:31]([CH3:32])([CH3:33])[CH3:34])[CH2:15]1)([C:8]1[CH:13]=[CH:12][CH:11]=[CH:10][CH:9]=1)[C:2]1[CH:3]=[CH:4][CH:5]=[CH:6][CH:7]=1, predict the reactants needed to synthesize it. The reactants are: [CH:1]([N:14]1[CH2:17][CH:16]([NH:18][CH3:19])[CH2:15]1)([C:8]1[CH:13]=[CH:12][CH:11]=[CH:10][CH:9]=1)[C:2]1[CH:7]=[CH:6][CH:5]=[CH:4][CH:3]=1.[C:28](O[C:28]([O:30][C:31]([CH3:34])([CH3:33])[CH3:32])=[O:29])([O:30][C:31]([CH3:34])([CH3:33])[CH3:32])=[O:29].